Dataset: Retrosynthesis with 50K atom-mapped reactions and 10 reaction types from USPTO. Task: Predict the reactants needed to synthesize the given product. (1) Given the product CC(=O)Nc1cccc(CN2CCN(CCOc3cccc4nc(C)ccc34)CC2)c1, predict the reactants needed to synthesize it. The reactants are: CC(=O)Nc1cccc(C=O)c1.Cc1ccc2c(OCCN3CCNCC3)cccc2n1. (2) Given the product CC(C)(C)OC(=O)N1CCC(n2ncc3cc(Br)ccc32)CC1, predict the reactants needed to synthesize it. The reactants are: Brc1ccc2[nH]ncc2c1.CC(C)(C)OC(=O)N1CCC(OS(C)(=O)=O)CC1. (3) Given the product O=C(c1cn(C(=O)N2CCCCC2)c2cc(Cl)ccc12)N1CCC(n2c(=O)[nH]c3ccccc32)CC1, predict the reactants needed to synthesize it. The reactants are: O=C(Cl)N1CCCCC1.O=C(c1c[nH]c2cc(Cl)ccc12)N1CCC(n2c(=O)[nH]c3ccccc32)CC1. (4) Given the product COC1CCN(c2cccc(S(=O)(=O)n3cc(C4=CCC(N)CC4)c4ncccc43)c2)C1, predict the reactants needed to synthesize it. The reactants are: COC1CCN(c2cccc(S(=O)(=O)n3cc(C4=CCC(NC(=O)OC(C)(C)C)CC4)c4ncccc43)c2)C1. (5) Given the product COC(=O)c1cc(N)ccc1OC(c1ccccc1)c1ccc(C(F)(F)F)cc1, predict the reactants needed to synthesize it. The reactants are: COC(=O)c1cc([N+](=O)[O-])ccc1OC(c1ccccc1)c1ccc(C(F)(F)F)cc1. (6) Given the product CC(C)(O)C#Cc1ncc(Cl)cc1[N+](=O)[O-], predict the reactants needed to synthesize it. The reactants are: C#CC(C)(C)O.O=[N+]([O-])c1cc(Cl)cnc1Br. (7) Given the product CC1(CC(=O)O)SCCc2c1[nH]c1ccccc21, predict the reactants needed to synthesize it. The reactants are: COC(=O)CC1(C)SCCc2c1[nH]c1ccccc21.